Dataset: NCI-60 drug combinations with 297,098 pairs across 59 cell lines. Task: Regression. Given two drug SMILES strings and cell line genomic features, predict the synergy score measuring deviation from expected non-interaction effect. (1) Drug 2: CCC1=C2CN3C(=CC4=C(C3=O)COC(=O)C4(CC)O)C2=NC5=C1C=C(C=C5)O. Drug 1: C1=CC(=CC=C1CCCC(=O)O)N(CCCl)CCCl. Synergy scores: CSS=52.4, Synergy_ZIP=-9.31, Synergy_Bliss=-5.66, Synergy_Loewe=-18.3, Synergy_HSA=-1.57. Cell line: SN12C. (2) Drug 1: CCC1(CC2CC(C3=C(CCN(C2)C1)C4=CC=CC=C4N3)(C5=C(C=C6C(=C5)C78CCN9C7C(C=CC9)(C(C(C8N6C)(C(=O)OC)O)OC(=O)C)CC)OC)C(=O)OC)O.OS(=O)(=O)O. Drug 2: CN(CC1=CN=C2C(=N1)C(=NC(=N2)N)N)C3=CC=C(C=C3)C(=O)NC(CCC(=O)O)C(=O)O. Cell line: UACC62. Synergy scores: CSS=20.7, Synergy_ZIP=-3.04, Synergy_Bliss=-2.77, Synergy_Loewe=-15.9, Synergy_HSA=-2.12. (3) Drug 1: CCCCCOC(=O)NC1=NC(=O)N(C=C1F)C2C(C(C(O2)C)O)O. Drug 2: COCCOC1=C(C=C2C(=C1)C(=NC=N2)NC3=CC=CC(=C3)C#C)OCCOC.Cl. Cell line: EKVX. Synergy scores: CSS=3.39, Synergy_ZIP=0.615, Synergy_Bliss=4.63, Synergy_Loewe=-9.71, Synergy_HSA=-3.52. (4) Drug 1: C1=CN(C=N1)CC(O)(P(=O)(O)O)P(=O)(O)O. Drug 2: CC1=C(C(=O)C2=C(C1=O)N3CC4C(C3(C2COC(=O)N)OC)N4)N. Cell line: UO-31. Synergy scores: CSS=2.53, Synergy_ZIP=-1.66, Synergy_Bliss=-0.0844, Synergy_Loewe=-6.86, Synergy_HSA=-3.29. (5) Drug 1: CC1=CC2C(CCC3(C2CCC3(C(=O)C)OC(=O)C)C)C4(C1=CC(=O)CC4)C. Drug 2: B(C(CC(C)C)NC(=O)C(CC1=CC=CC=C1)NC(=O)C2=NC=CN=C2)(O)O. Cell line: SK-MEL-2. Synergy scores: CSS=-0.723, Synergy_ZIP=-1.09, Synergy_Bliss=-0.428, Synergy_Loewe=-2.86, Synergy_HSA=-2.86. (6) Drug 1: CC1=C2C(C(=O)C3(C(CC4C(C3C(C(C2(C)C)(CC1OC(=O)C(C(C5=CC=CC=C5)NC(=O)OC(C)(C)C)O)O)OC(=O)C6=CC=CC=C6)(CO4)OC(=O)C)O)C)O. Cell line: UACC-257. Drug 2: C1CN1C2=NC(=NC(=N2)N3CC3)N4CC4. Synergy scores: CSS=15.5, Synergy_ZIP=-5.31, Synergy_Bliss=-1.68, Synergy_Loewe=-1.09, Synergy_HSA=-0.917. (7) Drug 1: CCN(CC)CCNC(=O)C1=C(NC(=C1C)C=C2C3=C(C=CC(=C3)F)NC2=O)C. Drug 2: CCC1(CC2CC(C3=C(CCN(C2)C1)C4=CC=CC=C4N3)(C5=C(C=C6C(=C5)C78CCN9C7C(C=CC9)(C(C(C8N6C)(C(=O)OC)O)OC(=O)C)CC)OC)C(=O)OC)O.OS(=O)(=O)O. Cell line: SF-295. Synergy scores: CSS=4.35, Synergy_ZIP=-0.980, Synergy_Bliss=-2.10, Synergy_Loewe=-5.19, Synergy_HSA=-2.84.